The task is: Regression. Given a peptide amino acid sequence and an MHC pseudo amino acid sequence, predict their binding affinity value. This is MHC class I binding data.. This data is from Peptide-MHC class I binding affinity with 185,985 pairs from IEDB/IMGT. (1) The peptide sequence is KELKETLLH. The MHC is HLA-B27:03 with pseudo-sequence HLA-B27:03. The binding affinity (normalized) is 0.0847. (2) The peptide sequence is YMYAATNTH. The MHC is HLA-B15:01 with pseudo-sequence HLA-B15:01. The binding affinity (normalized) is 0.659. (3) The peptide sequence is FGALFMWLL. The MHC is HLA-B15:17 with pseudo-sequence HLA-B15:17. The binding affinity (normalized) is 0.0847. (4) The peptide sequence is AFVGAGLAGA. The MHC is Patr-A0701 with pseudo-sequence Patr-A0701. The binding affinity (normalized) is 0.274. (5) The peptide sequence is FLFLAWIMLL. The MHC is HLA-A68:02 with pseudo-sequence HLA-A68:02. The binding affinity (normalized) is 0.193. (6) The peptide sequence is FVRELLTEV. The MHC is HLA-B07:02 with pseudo-sequence HLA-B07:02. The binding affinity (normalized) is 0.398. (7) The peptide sequence is SGRLIDFLK. The MHC is HLA-A31:01 with pseudo-sequence HLA-A31:01. The binding affinity (normalized) is 0.321. (8) The peptide sequence is RVYINVVVK. The MHC is HLA-B27:05 with pseudo-sequence HLA-B27:05. The binding affinity (normalized) is 0.0847.